From a dataset of hERG potassium channel inhibition data for cardiac toxicity prediction from Karim et al.. Regression/Classification. Given a drug SMILES string, predict its toxicity properties. Task type varies by dataset: regression for continuous values (e.g., LD50, hERG inhibition percentage) or binary classification for toxic/non-toxic outcomes (e.g., AMES mutagenicity, cardiotoxicity, hepatotoxicity). Dataset: herg_karim. The molecule is C[C@H]([C@@H](O)c1ccc2c(c1)CCC(=O)N2)N1CCC(O)(c2ccc(Cl)cc2)CC1. The result is 1 (blocker).